From a dataset of Reaction yield outcomes from USPTO patents with 853,638 reactions. Predict the reaction yield, written as a fraction of the theoretical maximum amount of product (1.0 means a 100% yield; for example, 0.34 means a 34% yield). (1) The reactants are [CH2:1]1[C:9]2[N:8]3[CH:10]=[C:11]([NH2:13])[N:12]=[C:7]3[CH:6]=[CH:5][C:4]=2[O:3][CH2:2]1.[C:14]([C:18]1[CH:26]=[CH:25][C:21]([C:22](Cl)=[O:23])=[CH:20][CH:19]=1)([CH3:17])([CH3:16])[CH3:15].C(N(CC)CC)C. The catalyst is C1COCC1.O. The product is [C:14]([C:18]1[CH:19]=[CH:20][C:21]([C:22]([NH:13][C:11]2[N:12]=[C:7]3[CH:6]=[CH:5][C:4]4[O:3][CH2:2][CH2:1][C:9]=4[N:8]3[CH:10]=2)=[O:23])=[CH:25][CH:26]=1)([CH3:17])([CH3:15])[CH3:16]. The yield is 0.210. (2) The reactants are F[P-](F)(F)(F)(F)F.C[N+](C)=C(N(C)C)ON1C2N=CC=CC=2N=N1.[NH2:25][C:26]1[N:35]=[C:34]([N:36]2[CH2:41][CH2:40][N:39]([CH3:42])[CH2:38][CH2:37]2)[C:33]2[C:28](=[CH:29][C:30]([C:43](O)=[O:44])=[CH:31][CH:32]=2)[N:27]=1.C(N(CC)C(C)C)(C)C.[NH2:55][C@@H:56]([CH2:61][C:62]1[CH:67]=[CH:66][C:65]([C:68]2[CH:73]=[CH:72][CH:71]=[CH:70][CH:69]=2)=[CH:64][CH:63]=1)[C:57]([O:59][CH3:60])=[O:58]. The catalyst is CN(C)C=O. The product is [NH2:25][C:26]1[N:35]=[C:34]([N:36]2[CH2:37][CH2:38][N:39]([CH3:42])[CH2:40][CH2:41]2)[C:33]2[C:28](=[CH:29][C:30]([C:43]([NH:55][C@@H:56]([CH2:61][C:62]3[CH:67]=[CH:66][C:65]([C:68]4[CH:73]=[CH:72][CH:71]=[CH:70][CH:69]=4)=[CH:64][CH:63]=3)[C:57]([O:59][CH3:60])=[O:58])=[O:44])=[CH:31][CH:32]=2)[N:27]=1. The yield is 0.100.